From a dataset of Reaction yield outcomes from USPTO patents with 853,638 reactions. Predict the reaction yield, written as a fraction of the theoretical maximum amount of product (1.0 means a 100% yield; for example, 0.34 means a 34% yield). (1) The reactants are [CH3:1][C:2]1([CH3:14])[C:11]2[C:6](=[C:7]([CH3:13])[CH:8]=[CH:9][C:10]=2[CH3:12])[S:5][CH2:4][CH2:3]1.[Br:15]Br.S([O-])(O)=O.[Na+]. The catalyst is C(Cl)Cl. The product is [CH3:1][C:2]1([CH3:14])[C:11]2[C:6](=[C:7]([CH3:13])[CH:8]=[C:9]([Br:15])[C:10]=2[CH3:12])[S:5][CH2:4][CH2:3]1. The yield is 0.870. (2) The reactants are P(Cl)(Cl)(Cl)(Cl)[Cl:2].[Br:7][C:8]1[CH:21]=[CH:20][C:19]2[NH:18][C:17](=O)[C:16]3[C:11](=[CH:12][CH:13]=[CH:14][CH:15]=3)[C:10]=2[CH:9]=1. The catalyst is O=P(Cl)(Cl)Cl. The product is [Br:7][C:8]1[CH:21]=[CH:20][C:19]2[C:10](=[C:11]3[C:16](=[C:17]([Cl:2])[N:18]=2)[CH:15]=[CH:14][CH:13]=[CH:12]3)[CH:9]=1. The yield is 0.870. (3) The reactants are [CH3:1][N:2]1[CH2:7][CH2:6][CH:5]([O:8][C:9]2[CH:18]=[CH:17][C:12]([C:13]([O:15]C)=[O:14])=[CH:11][C:10]=2[C:19]([F:22])([F:21])[F:20])[CH2:4][CH2:3]1.[OH-].[Na+].Cl. The catalyst is C1COCC1.CO.O. The product is [CH3:1][N:2]1[CH2:7][CH2:6][CH:5]([O:8][C:9]2[CH:18]=[CH:17][C:12]([C:13]([OH:15])=[O:14])=[CH:11][C:10]=2[C:19]([F:20])([F:21])[F:22])[CH2:4][CH2:3]1. The yield is 0.800. (4) The reactants are [Cl:1][C:2]1[C:10]2[S:9][C:8]([C:11]([OH:13])=O)=[CH:7][C:6]=2[CH:5]=[CH:4][CH:3]=1.CN(C(ON1N=NC2C1=CC=CC=2)=[N+](C)C)C.F[P-](F)(F)(F)(F)F.C(N(C(C)C)CC)(C)C.Cl.[N:48]12[CH2:55][CH2:54][CH:51]([CH2:52][CH2:53]1)[C@@H:50]([NH2:56])[CH2:49]2. The catalyst is C(Cl)(Cl)Cl. The product is [Cl:1][C:2]1[C:10]2[S:9][C:8]([C:11]([NH:56][C@@H:50]3[CH:51]4[CH2:54][CH2:55][N:48]([CH2:53][CH2:52]4)[CH2:49]3)=[O:13])=[CH:7][C:6]=2[CH:5]=[CH:4][CH:3]=1. The yield is 0.530. (5) The reactants are Br[C:2]1[CH:3]=[C:4]2[C:10]([C:11]3[CH:16]=[CH:15][CH:14]=[CH:13][CH:12]=3)=[CH:9][NH:8][C:5]2=[N:6][CH:7]=1.[CH3:17][O:18][C:19]1[CH:20]=[C:21](B(O)O)[CH:22]=[CH:23][C:24]=1[O:25][CH3:26].[C:30](=O)([O-])[O-].[Na+].[Na+].C(=O)(O)[O-].[Na+]. The catalyst is O.Cl[Pd-2](Cl)(P(C1C=CC=CC=1)(C1C=CC=CC=1)C1C=CC=CC=1)P(C1C=CC=CC=1)(C1C=CC=CC=1)C1C=CC=CC=1.ClCCl.C(#N)C. The product is [CH3:17][O:18][C:19]1[CH:20]=[C:21]([C:2]2[CH:3]=[C:4]3[C:10]([CH2:11][C:16]4[CH:15]=[CH:14][CH:13]=[CH:12][CH:30]=4)=[CH:9][NH:8][C:5]3=[N:6][CH:7]=2)[CH:22]=[CH:23][C:24]=1[O:25][CH3:26]. The yield is 0.340. (6) The reactants are [NH2:1][C:2]1[CH:7]=[CH:6][C:5]([OH:8])=[CH:4][CH:3]=1.Cl[C:10]1[C:19]2[C:14](=[CH:15][C:16]([Cl:20])=[CH:17][CH:18]=2)[N:13]=[CH:12][CH:11]=1. The catalyst is C(O)C. The product is [Cl:20][C:16]1[CH:15]=[C:14]2[C:19]([C:10]([NH:1][C:2]3[CH:7]=[CH:6][C:5]([OH:8])=[CH:4][CH:3]=3)=[CH:11][CH:12]=[N:13]2)=[CH:18][CH:17]=1. The yield is 0.950. (7) The reactants are [OH:1][C:2]1[C:3](=[O:9])[CH:4]=[CH:5][CH:6]=[CH:7][CH:8]=1.[N+:10]([C:13]1[CH:18]=[C:17]([N+:19]([O-:21])=[O:20])[CH:16]=[CH:15][C:14]=1[S:22](Cl)(=[O:24])=[O:23])([O-:12])=[O:11]. The catalyst is N1C=CC=CC=1. The product is [N+:10]([C:13]1[CH:18]=[C:17]([N+:19]([O-:21])=[O:20])[CH:16]=[CH:15][C:14]=1[S:22]([O:9][C:3]1[C:2](=[O:1])[CH:8]=[CH:7][CH:6]=[CH:5][CH:4]=1)(=[O:24])=[O:23])([O-:12])=[O:11]. The yield is 0.0600.